This data is from Full USPTO retrosynthesis dataset with 1.9M reactions from patents (1976-2016). The task is: Predict the reactants needed to synthesize the given product. Given the product [CH:27]1([C:32]([N:21]([N:10]2[C:9](=[O:26])[C:8]3[C:13](=[CH:14][C:15]([C:16]([F:18])([F:19])[F:17])=[C:6]([N:1]4[CH:5]=[CH:4][N:3]=[CH:2]4)[CH:7]=3)[NH:12][C:11]2=[O:20])[S:22]([CH3:25])(=[O:23])=[O:24])=[O:33])[CH2:31][CH2:30][CH2:29][CH2:28]1, predict the reactants needed to synthesize it. The reactants are: [N:1]1([C:6]2[CH:7]=[C:8]3[C:13](=[CH:14][C:15]=2[C:16]([F:19])([F:18])[F:17])[NH:12][C:11](=[O:20])[N:10]([NH:21][S:22]([CH3:25])(=[O:24])=[O:23])[C:9]3=[O:26])[CH:5]=[CH:4][N:3]=[CH:2]1.[CH:27]1([C:32](Cl)=[O:33])[CH2:31][CH2:30][CH2:29][CH2:28]1.